Dataset: Reaction yield outcomes from USPTO patents with 853,638 reactions. Task: Predict the reaction yield, written as a fraction of the theoretical maximum amount of product (1.0 means a 100% yield; for example, 0.34 means a 34% yield). (1) The reactants are [Cl:1][CH2:2][C:3](=[O:10])[CH2:4][C:5]([O:7][CH2:8][CH3:9])=[O:6].[H][H]. The catalyst is C(O)C. The product is [Cl:1][CH2:2][C@@H:3]([OH:10])[CH2:4][C:5]([O:7][CH2:8][CH3:9])=[O:6]. The yield is 0.885. (2) The reactants are [CH3:1][CH:2]([CH2:4][CH2:5][CH2:6][C@H:7]([CH2:9][CH2:10][CH2:11][C@H:12]([CH2:14][CH2:15][CH2:16]/[C:17](=[CH:19]/[CH2:20][OH:21])/[CH3:18])[CH3:13])[CH3:8])[CH3:3]. The catalyst is [Ni].C(O)C. The product is [CH2:20]([OH:21])[CH2:19][CH:17]([CH2:16][CH2:15][CH2:14][CH:12]([CH2:11][CH2:10][CH2:9][CH:7]([CH2:6][CH2:5][CH2:4][CH:2]([CH3:3])[CH3:1])[CH3:8])[CH3:13])[CH3:18]. The yield is 0.970.